From a dataset of Forward reaction prediction with 1.9M reactions from USPTO patents (1976-2016). Predict the product of the given reaction. (1) Given the reactants Cl.[NH2:2][C@@H:3]([C:14]([O:16][CH3:17])=[O:15])[CH2:4][C:5]1[C:13]2[C:8](=[CH:9][CH:10]=[CH:11][CH:12]=2)[NH:7][CH:6]=1.C(N(CC)CC)C.[F:25][C:26]1[CH:36]=[CH:35][CH:34]=[CH:33][C:27]=1[CH:28]=[CH:29][C:30](O)=[O:31].CCN=C=NCCCN(C)C.Cl, predict the reaction product. The product is: [F:25][C:26]1[CH:36]=[CH:35][CH:34]=[CH:33][C:27]=1[CH:28]=[CH:29][C:30]([NH:2][C@@H:3]([C:14]([O:16][CH3:17])=[O:15])[CH2:4][C:5]1[C:13]2[C:8](=[CH:9][CH:10]=[CH:11][CH:12]=2)[NH:7][CH:6]=1)=[O:31]. (2) Given the reactants [C:1]([NH:11][C@H:12]([C:16]([OH:18])=[O:17])[CH:13]([CH3:15])[CH3:14])([O:3][CH2:4][C:5]1[CH:10]=[CH:9][CH:8]=[CH:7][CH:6]=1)=[O:2].[Cs].C(=O)([O-])[O-].[Cs+].[Cs+].[CH2:26]([S:28][C:29](=[O:33])[O:30][CH2:31]Cl)[CH3:27], predict the reaction product. The product is: [CH2:26]([S:28][C:29]([O:30][CH2:31][O:17][C:16](=[O:18])[C@@H:12]([NH:11][C:1]([O:3][CH2:4][C:5]1[CH:10]=[CH:9][CH:8]=[CH:7][CH:6]=1)=[O:2])[CH:13]([CH3:14])[CH3:15])=[O:33])[CH3:27]. (3) Given the reactants [CH2:1]([O:3][C:4]([C:6]1[C:14]2[C:9](=[CH:10][CH:11]=[CH:12][CH:13]=2)[NH:8][CH:7]=1)=[O:5])[CH3:2].C(=O)([O-])[O-].[K+].[K+].Br[CH2:22][C:23]([O:25][C:26]([CH3:29])([CH3:28])[CH3:27])=[O:24].CCOC(C)=O, predict the reaction product. The product is: [CH2:1]([O:3][C:4]([C:6]1[C:14]2[C:9](=[CH:10][CH:11]=[CH:12][CH:13]=2)[N:8]([CH2:22][C:23]([O:25][C:26]([CH3:29])([CH3:28])[CH3:27])=[O:24])[CH:7]=1)=[O:5])[CH3:2]. (4) The product is: [CH3:2][C:3]1[CH:8]=[CH:7][C:6]([S:9]([F:11])([F:10])([F:13])([F:14])[F:12])=[CH:5][C:4]=1[NH2:15]. Given the reactants Cl[CH:2](Cl)[C:3]1[CH:8]=[CH:7][C:6]([S:9]([F:14])([F:13])([F:12])([F:11])[F:10])=[CH:5][C:4]=1[N+:15]([O-])=O.C([O-])(O)=O.[Na+], predict the reaction product.